Dataset: Catalyst prediction with 721,799 reactions and 888 catalyst types from USPTO. Task: Predict which catalyst facilitates the given reaction. (1) Reactant: Br[CH2:2][C:3]([C:5]1[CH:10]=[CH:9][CH:8]=[C:7]([Br:11])[CH:6]=1)=[O:4].[Cl:12][C:13]1[CH:18]=[C:17]([Cl:19])[CH:16]=[CH:15][C:14]=1[CH2:20][NH:21][CH3:22]. Product: [Br:11][C:7]1[CH:6]=[C:5]([C:3](=[O:4])[CH2:2][N:21]([CH2:20][C:14]2[CH:15]=[CH:16][C:17]([Cl:19])=[CH:18][C:13]=2[Cl:12])[CH3:22])[CH:10]=[CH:9][CH:8]=1. The catalyst class is: 12. (2) Reactant: [H-].[Na+].[CH2:3]([OH:8])[C:4]#[C:5][CH2:6][CH3:7].Cl[C:10]1[N:15]=[CH:14][N:13]=[C:12]([O:16][CH:17]([CH3:22])[C:18]([CH3:21])([OH:20])[CH3:19])[CH:11]=1.[Cl-].[NH4+]. Product: [CH2:3]([O:8][C:10]1[CH:11]=[C:12]([O:16][CH:17]([CH3:22])[C:18]([OH:20])([CH3:19])[CH3:21])[N:13]=[CH:14][N:15]=1)[C:4]#[C:5][CH2:6][CH3:7]. The catalyst class is: 7. (3) Reactant: [C:9](O[C:9]([O:11][C:12]([CH3:15])([CH3:14])[CH3:13])=[O:10])([O:11][C:12]([CH3:15])([CH3:14])[CH3:13])=[O:10].[CH3:16][NH:17][CH2:18][CH2:19][OH:20]. Product: [CH3:16][N:17]([CH2:18][CH2:19][OH:20])[C:9]([O:11][C:12]([CH3:13])([CH3:14])[CH3:15])=[O:10]. The catalyst class is: 20. (4) Reactant: [Br:1][C:2]1[C:3]([S:11][C:12]2[NH:13][C:14]3[CH:19]=[CH:18][N:17]=[C:16]([NH2:20])[C:15]=3[N:21]=2)=[CH:4][C:5]2[O:9][CH2:8][O:7][C:6]=2[CH:10]=1.[C:22]([O:25][CH2:26][CH2:27][CH2:28]Br)(=[O:24])[CH3:23].C([O-])([O-])=O.[Cs+].[Cs+]. Product: [C:22]([O:25][CH2:26][CH2:27][CH2:28][N:13]1[C:14]2[CH:19]=[CH:18][N:17]=[C:16]([NH2:20])[C:15]=2[N:21]=[C:12]1[S:11][C:3]1[C:2]([Br:1])=[CH:10][C:6]2[O:7][CH2:8][O:9][C:5]=2[CH:4]=1)(=[O:24])[CH3:23]. The catalyst class is: 3.